The task is: Regression. Given a peptide amino acid sequence and an MHC pseudo amino acid sequence, predict their binding affinity value. This is MHC class II binding data.. This data is from Peptide-MHC class II binding affinity with 134,281 pairs from IEDB. (1) The peptide sequence is VNPIEGEPYVQGQLD. The MHC is DRB1_0101 with pseudo-sequence DRB1_0101. The binding affinity (normalized) is 0.235. (2) The peptide sequence is IIFSKNLNIKLNMPL. The MHC is HLA-DPA10103-DPB10401 with pseudo-sequence HLA-DPA10103-DPB10401. The binding affinity (normalized) is 0.335. (3) The peptide sequence is EVELREHGSDEWVAM. The MHC is DRB1_0401 with pseudo-sequence DRB1_0401. The binding affinity (normalized) is 0.297. (4) The peptide sequence is TEKGMKNVFDDVVPE. The MHC is DRB1_1201 with pseudo-sequence DRB1_1201. The binding affinity (normalized) is 0.0315. (5) The peptide sequence is TKKGNVWEVKSSKPLVGPFN. The MHC is DRB1_0301 with pseudo-sequence DRB1_0301. The binding affinity (normalized) is 0.281. (6) The peptide sequence is EKKYFAATQREPLAA. The MHC is HLA-DPA10201-DPB10501 with pseudo-sequence HLA-DPA10201-DPB10501. The binding affinity (normalized) is 0.252. (7) The peptide sequence is AFIWDGDNLFPKV. The MHC is DRB3_0101 with pseudo-sequence DRB3_0101. The binding affinity (normalized) is 0.795. (8) The peptide sequence is IVLNHMTGAQSGKGT. The MHC is HLA-DQA10102-DQB10602 with pseudo-sequence HLA-DQA10102-DQB10602. The binding affinity (normalized) is 0.614. (9) The peptide sequence is LIEDQLGLGHVLQSV. The MHC is DRB1_0101 with pseudo-sequence DRB1_0101. The binding affinity (normalized) is 0.579.